From a dataset of Full USPTO retrosynthesis dataset with 1.9M reactions from patents (1976-2016). Predict the reactants needed to synthesize the given product. (1) Given the product [CH3:35][O:36][CH2:37][CH2:38][NH:39][C:21](=[O:22])[C:20]1[CH:26]=[CH:27][CH:28]=[C:18]([C:17]2[C:11]3[S:10][C:9]([CH2:8][C:7]4[CH:29]=[CH:30][CH:31]=[C:5]([C:4]([F:3])([F:33])[F:32])[CH:6]=4)=[CH:13][C:12]=3[CH:14]=[CH:15][CH:16]=2)[CH:19]=1, predict the reactants needed to synthesize it. The reactants are: [OH-].[Na+].[F:3][C:4]([F:33])([F:32])[C:5]1[CH:6]=[C:7]([CH:29]=[CH:30][CH:31]=1)[CH2:8][C:9]1[S:10][C:11]2[C:17]([C:18]3[CH:19]=[C:20]([CH:26]=[CH:27][CH:28]=3)[C:21](OCC)=[O:22])=[CH:16][CH:15]=[CH:14][C:12]=2[CH:13]=1.Cl.[CH3:35][O:36][CH2:37][CH2:38][NH2:39].CCN=C=NCCCN(C)C.C1C=CC2N(O)N=NC=2C=1. (2) Given the product [CH2:1]([O:3][C:4]1[CH:9]=[CH:8][C:7]([C:10]2[CH:15]=[CH:14][CH:13]=[CH:12][C:11]=2[CH2:16][CH3:17])=[CH:6][CH:5]=1)[CH3:2], predict the reactants needed to synthesize it. The reactants are: [CH2:1]([O:3][C:4]1[CH:9]=[CH:8][C:7]([C:10]2[CH:15]=[CH:14][CH:13]=[CH:12][C:11]=2[CH:16](NCCOCC)[CH3:17])=[CH:6][CH:5]=1)[CH3:2].C(Cl)CCl.C1C=CC2N(O)N=NC=2C=1.C(=O)(O)[O-].[Na+]. (3) The reactants are: [CH2:1]([O:3][C:4]1[CH:5]=[C:6]([O:22][C:23]2[CH:24]=[N:25][C:26]([S:29]([CH3:32])(=[O:31])=[O:30])=[CH:27][CH:28]=2)[CH:7]=[C:8]2[C:12]=1[NH:11][C:10]([C:13]1[S:14][CH:15]([CH2:18][C:19]([OH:21])=O)[CH2:16][N:17]=1)=[CH:9]2)[CH3:2].[NH4+].O[N:35]1C2C=CC=CC=2N=N1.Cl.C(N=C=NCCCN(C)C)C. Given the product [CH2:1]([O:3][C:4]1[CH:5]=[C:6]([O:22][C:23]2[CH:24]=[N:25][C:26]([S:29]([CH3:32])(=[O:31])=[O:30])=[CH:27][CH:28]=2)[CH:7]=[C:8]2[C:12]=1[NH:11][C:10]([C:13]1[S:14][CH:15]([CH2:18][C:19]([NH2:35])=[O:21])[CH2:16][N:17]=1)=[CH:9]2)[CH3:2], predict the reactants needed to synthesize it. (4) Given the product [CH3:1][C:2]1[CH:11]=[CH:10][CH:9]=[C:8]2[C:3]=1[CH2:4][CH2:5][CH2:6][C@H:7]2[N:12]1[CH2:13][CH2:14][CH:15]([N:18]2[C:19]3[CH:24]=[CH:23][CH:22]=[CH:21][C:20]=3[NH:25][C:26]2=[O:27])[CH2:16][CH2:17]1, predict the reactants needed to synthesize it. The reactants are: [CH3:1][C:2]1[CH:11]=[CH:10][CH:9]=[C:8]2[C:3]=1[CH2:4][CH2:5][CH2:6][C@H:7]2[N:12]1[CH2:17][CH2:16][CH:15]([NH:18][C:19]2[C:20]([NH2:25])=[CH:21][CH:22]=[CH:23][CH:24]=2)[CH2:14][CH2:13]1.[C:26](N1C=CN=C1)(N1C=CN=C1)=[O:27].O. (5) Given the product [Br:1][C:2]1[CH:7]=[CH:6][C:5]([Cl:8])=[C:4]([CH2:9][Br:10])[CH:3]=1, predict the reactants needed to synthesize it. The reactants are: [Br:1][C:2]1[CH:7]=[CH:6][C:5]([Cl:8])=[C:4]([CH3:9])[CH:3]=1.[Br:10]N1C(=O)CCC1=O.C(OOC(=O)C1C=CC=CC=1)(=O)C1C=CC=CC=1.ClCCl. (6) Given the product [Br:1][C:2]1[CH:7]=[CH:6][N:5]([CH2:14][CH2:15][C:16]([CH3:18])([CH3:19])[CH3:17])[C:4](=[O:8])[CH:3]=1, predict the reactants needed to synthesize it. The reactants are: [Br:1][C:2]1[CH:7]=[CH:6][N:5]=[C:4]([OH:8])[CH:3]=1.[H-].[Na+].[Br-].[Li+].Br[CH2:14][CH2:15][CH:16]([CH3:18])[CH3:17].[CH3:19]N(C=O)C. (7) Given the product [CH3:32][C:33]1[CH:40]=[CH:39][CH:38]=[C:37]([CH3:41])[C:34]=1[CH2:35][O:1][C:2]1[CH:3]=[C:4]([CH:10]=[CH:11][CH:12]=1)[C:5]([O:7][CH2:8][CH3:9])=[O:6], predict the reactants needed to synthesize it. The reactants are: [OH:1][C:2]1[CH:3]=[C:4]([CH:10]=[CH:11][CH:12]=1)[C:5]([O:7][CH2:8][CH3:9])=[O:6].C1(P(C2C=CC=CC=2)C2C=CC=CC=2)C=CC=CC=1.[CH3:32][C:33]1[CH:40]=[CH:39][CH:38]=[C:37]([CH3:41])[C:34]=1[CH2:35]O.N(C(OC(C)C)=O)=NC(OC(C)C)=O. (8) Given the product [CH3:12][O:13][C:14]1[C:15]([OH:22])=[C:16]([C:17]2[NH:1][N:2]=[C:3]([C:5]3[C:10]([CH3:11])=[CH:9][CH:8]=[CH:7][N:6]=3)[N:4]=2)[CH:19]=[CH:20][CH:21]=1, predict the reactants needed to synthesize it. The reactants are: [NH2:1][NH:2][C:3]([C:5]1[C:10]([CH3:11])=[CH:9][CH:8]=[CH:7][N:6]=1)=[NH:4].[CH3:12][O:13][C:14]1[C:15]([OH:22])=[C:16]([CH:19]=[CH:20][CH:21]=1)[CH:17]=O.